From a dataset of Full USPTO retrosynthesis dataset with 1.9M reactions from patents (1976-2016). Predict the reactants needed to synthesize the given product. (1) Given the product [Cl:27][C:28]1[CH:38]=[CH:37][CH:36]=[CH:35][C:29]=1[CH2:30][S:31]([NH:1][C:2]1[CH:7]=[CH:6][C:5]([N:8]2[C:14](=[O:15])[CH2:13][C:12](=[O:16])[NH:11][C:10]3[C:17]4[C:22]([CH:23]=[CH:24][C:9]2=3)=[CH:21][CH:20]=[CH:19][CH:18]=4)=[CH:4][C:3]=1[O:25][CH3:26])(=[O:33])=[O:32], predict the reactants needed to synthesize it. The reactants are: [NH2:1][C:2]1[CH:7]=[CH:6][C:5]([N:8]2[C:14](=[O:15])[CH2:13][C:12](=[O:16])[NH:11][C:10]3[C:17]4[C:22]([CH:23]=[CH:24][C:9]2=3)=[CH:21][CH:20]=[CH:19][CH:18]=4)=[CH:4][C:3]=1[O:25][CH3:26].[Cl:27][C:28]1[CH:38]=[CH:37][CH:36]=[CH:35][C:29]=1[CH2:30][S:31](Cl)(=[O:33])=[O:32]. (2) Given the product [CH2:44]([N:48]([CH2:52][CH2:53][CH2:54][CH3:55])[CH2:49][CH2:50][NH:51][C:36]([NH:20][C:19]1[CH:21]=[CH:22][C:16]([O:15][C:6]2[C:5]3[C:10](=[CH:11][C:12]([O:13][CH3:14])=[C:3]([O:2][CH3:1])[CH:4]=3)[N:9]=[CH:8][CH:7]=2)=[C:17]([CH3:24])[C:18]=1[CH3:23])=[O:42])[CH2:45][CH2:46][CH3:47], predict the reactants needed to synthesize it. The reactants are: [CH3:1][O:2][C:3]1[CH:4]=[C:5]2[C:10](=[CH:11][C:12]=1[O:13][CH3:14])[N:9]=[CH:8][CH:7]=[C:6]2[O:15][C:16]1[CH:22]=[CH:21][C:19]([NH2:20])=[C:18]([CH3:23])[C:17]=1[CH3:24].C(N(CC)CC)C.ClC(Cl)(O[C:36](=[O:42])OC(Cl)(Cl)Cl)Cl.[CH2:44]([N:48]([CH2:52][CH2:53][CH2:54][CH3:55])[CH2:49][CH2:50][NH2:51])[CH2:45][CH2:46][CH3:47]. (3) Given the product [CH3:1][O:3][C:4](=[O:18])[NH:5][C:6](=[O:17])/[C:7](/[C:15]#[N:16])=[CH:8]\[C:9]1[CH:14]=[CH:13][CH:12]=[CH:11][CH:10]=1, predict the reactants needed to synthesize it. The reactants are: [CH2:1]([O:3][C:4](=[O:18])[NH:5][C:6](=[O:17])/[C:7](/[C:15]#[N:16])=[CH:8]\[C:9]1[CH:14]=[CH:13][CH:12]=[CH:11][CH:10]=1)C. (4) Given the product [OH:23][NH:22][C:18]([C:16]1[CH:15]=[CH:14][C:6]2[CH2:7][N:8]([CH2:9][CH:10]3[CH2:13][O:12][CH2:11]3)[C@@H:2]([CH3:1])[CH2:3][O:4][C:5]=2[CH:17]=1)=[O:20], predict the reactants needed to synthesize it. The reactants are: [CH3:1][C@@H:2]1[N:8]([CH2:9][CH:10]2[CH2:13][O:12][CH2:11]2)[CH2:7][C:6]2[CH:14]=[CH:15][C:16]([C:18]([O:20]C)=O)=[CH:17][C:5]=2[O:4][CH2:3]1.[NH2:22][OH:23].[OH-].[Na+].